From a dataset of M1 muscarinic receptor agonist screen with 61,833 compounds. Binary Classification. Given a drug SMILES string, predict its activity (active/inactive) in a high-throughput screening assay against a specified biological target. (1) The molecule is S1(=O)(=O)C(CC(=O)N(c2c1cccc2)CC(=O)NCCCN(C1CCCCC1)C)(C)C. The result is 0 (inactive). (2) The compound is S1(=O)(=O)CC(N(CC)C(=O)COC(=O)C(N2C(=O)c3c(C2=O)cccc3)Cc2ccccc2)CC1. The result is 0 (inactive). (3) The molecule is S(CC(=O)N(CC)CC)CC(OCC(=O)c1[nH]c(c(c1C)C(OCC)=O)C)=O. The result is 0 (inactive). (4) The compound is O(C(=O)Nc1ccc(NC(=O)C)cc1)C. The result is 0 (inactive). (5) The molecule is O(C(=O)c1c2n(CCC2)c(c1C(OC)=O)C)C. The result is 0 (inactive). (6) The compound is S(CC(=O)NCCC=1CCCCC1)c1ncccc1C(O)=O. The result is 0 (inactive). (7) The molecule is s1c(nnc1N)CCc1ccccc1. The result is 0 (inactive). (8) The compound is O=C(N)c1nc(N2CCCCCC2)nc(c1)c1ccccc1. The result is 0 (inactive). (9) The compound is Fc1c(N2CCN(CC2)CCC(=O)Nc2cc3OCOc3cc2)cccc1. The result is 0 (inactive). (10) The compound is s1nc(N2CCOCC2)c(OCc2ccccc2)n1. The result is 0 (inactive).